This data is from Full USPTO retrosynthesis dataset with 1.9M reactions from patents (1976-2016). The task is: Predict the reactants needed to synthesize the given product. Given the product [CH3:1][O:2][C:3]1[CH:4]=[C:5]2[C:13](=[CH:14][CH:15]=1)[N:12]([CH2:22][C:23]1[CH:24]=[CH:25][C:26]([O:27][CH2:28][CH2:29][N:30]3[CH2:31][CH2:32][CH2:33][CH2:34][CH2:35]3)=[CH:37][CH:38]=1)[C:11]1[C:10]3[CH:16]=[CH:17][CH:18]=[CH:19][C:9]=3[O:8][CH2:7][C:6]2=1, predict the reactants needed to synthesize it. The reactants are: [CH3:1][O:2][C:3]1[CH:4]=[C:5]2[C:13](=[CH:14][CH:15]=1)[NH:12][C:11]1[C:10]3[CH:16]=[CH:17][CH:18]=[CH:19][C:9]=3[O:8][CH2:7][C:6]2=1.Cl.Cl[CH2:22][C:23]1[CH:38]=[CH:37][C:26]([O:27][CH2:28][CH2:29][NH:30][CH:31]2C[CH2:35][CH2:34][CH2:33][CH2:32]2)=[CH:25][CH:24]=1.